This data is from Reaction yield outcomes from USPTO patents with 853,638 reactions. The task is: Predict the reaction yield, written as a fraction of the theoretical maximum amount of product (1.0 means a 100% yield; for example, 0.34 means a 34% yield). (1) The reactants are C[O:2][C:3]([C:5]1[C:6]([NH:16][C:17]2[CH:22]=[CH:21][C:20]([Br:23])=[CH:19][C:18]=2[Cl:24])=[C:7]([F:15])[C:8]2[O:12][N:11]=[C:10]([CH3:13])[C:9]=2[CH:14]=1)=[O:4].[Li+].[OH-].Cl. The product is [Br:23][C:20]1[CH:21]=[CH:22][C:17]([NH:16][C:6]2[C:5]([C:3]([OH:4])=[O:2])=[CH:14][C:9]3[C:10]([CH3:13])=[N:11][O:12][C:8]=3[C:7]=2[F:15])=[C:18]([Cl:24])[CH:19]=1. The catalyst is C1COCC1.O.O. The yield is 0.990. (2) The reactants are [C:1]1([CH3:7])[CH:6]=[CH:5][CH:4]=[CH:3][CH:2]=1.C(=O)([O-])[O-].[Na+].[Na+].C1(B(O)O)C=CC=CC=1.ClC1[CH:29]=[CH:28][C:27]([N+:30]([O-:32])=[O:31])=[CH:26][N:25]=1. The catalyst is C1(P(C2C=CC=CC=2)C2C=CC=CC=2)C=CC=CC=1.[Pd].[Pd].[Pd].[Pd].O. The product is [N+:30]([C:27]1[CH:28]=[CH:29][C:7]([C:1]2[CH:6]=[CH:5][CH:4]=[CH:3][CH:2]=2)=[N:25][CH:26]=1)([O-:32])=[O:31]. The yield is 0.660. (3) The reactants are C[O:2][C:3]1[CH:8]=[CH:7][C:6]([C:9]([C:11]2[CH:16]=[CH:15][CH:14]=[CH:13][C:12]=2[S:17]C)=[O:10])=[CH:5][CH:4]=1.CN(C=O)C. The catalyst is CCCCCC.C(OCC)(=O)C. The product is [OH:2][C:3]1[CH:8]=[CH:7][C:6]([C:9]([C:11]2[CH:16]=[CH:15][CH:14]=[CH:13][C:12]=2[SH:17])=[O:10])=[CH:5][CH:4]=1. The yield is 0.730. (4) The reactants are [CH3:1][C:2]1[CH:7]=[C:6]([CH3:8])[NH:5][C:4](=[O:9])[C:3]=1[CH2:10][NH:11][C:12]([C:14]1[CH:15]=[C:16]([C:30]2[CH:35]=[CH:34][C:33]([CH2:36][N:37]3[CH2:42][CH2:41][O:40][CH2:39][CH2:38]3)=[CH:32][CH:31]=2)[CH:17]=[C:18]([N:21]([CH2:28][CH3:29])[CH:22]2[CH2:27][CH2:26][S:25][CH2:24][CH2:23]2)[C:19]=1[CH3:20])=[O:13].C1C=C(Cl)C=C(C(OO)=[O:51])C=1. The product is [CH3:1][C:2]1[CH:7]=[C:6]([CH3:8])[NH:5][C:4](=[O:9])[C:3]=1[CH2:10][NH:11][C:12]([C:14]1[CH:15]=[C:16]([C:30]2[CH:35]=[CH:34][C:33]([CH2:36][N:37]3[CH2:38][CH2:39][O:40][CH2:41][CH2:42]3)=[CH:32][CH:31]=2)[CH:17]=[C:18]([N:21]([CH2:28][CH3:29])[CH:22]2[CH2:27][CH2:26][S:25](=[O:51])[CH2:24][CH2:23]2)[C:19]=1[CH3:20])=[O:13]. The catalyst is C(Cl)Cl. The yield is 0.293. (5) The reactants are [CH3:1][CH2:2][OH:3].[K].Cl[C:6]1[C:7]([C:16]([F:19])([F:18])[F:17])=[CH:8][C:9]([N+:13]([O-:15])=[O:14])=[C:10]([NH2:12])[CH:11]=1.Cl. The catalyst is O. The product is [CH2:2]([O:3][C:6]1[C:7]([C:16]([F:17])([F:19])[F:18])=[CH:8][C:9]([N+:13]([O-:15])=[O:14])=[C:10]([NH2:12])[CH:11]=1)[CH3:1]. The yield is 0.960. (6) The catalyst is C1COCC1. The yield is 0.970. The product is [CH3:18][N:19]([CH3:23])[CH2:20][CH2:21][NH:22][S:7]([C:5]1[S:6][C:2]([Br:1])=[CH:3][CH:4]=1)(=[O:9])=[O:8]. The reactants are [Br:1][C:2]1[S:6][C:5]([S:7](Cl)(=[O:9])=[O:8])=[CH:4][CH:3]=1.C(N(CC)CC)C.[CH3:18][N:19]([CH3:23])[CH2:20][CH2:21][NH2:22].